Dataset: Catalyst prediction with 721,799 reactions and 888 catalyst types from USPTO. Task: Predict which catalyst facilitates the given reaction. (1) Reactant: [CH3:1][N:2]([CH3:37])[C:3]([C@@H:5]1[CH2:10][C@@H:9]([NH:11][C:12]([C:14]2[S:15][C:16]3[CH2:17][N:18]([CH3:23])[CH2:19][CH2:20][C:21]=3[N:22]=2)=[O:13])[C@@H:8]([NH:24][C:25](=[S:36])[C:26]([NH:28][C:29]2[CH:34]=[CH:33][C:32]([F:35])=[CH:31][N:30]=2)=[O:27])[CH2:7][CH2:6]1)=[O:4].[C:38]([OH:50])(=[O:49])[CH2:39][C:40]([CH2:45][C:46]([OH:48])=[O:47])([C:42]([OH:44])=[O:43])[OH:41]. Product: [OH2:4].[C:38]([OH:50])(=[O:49])[CH2:39][C:40]([CH2:45][C:46]([OH:48])=[O:47])([C:42]([OH:44])=[O:43])[OH:41].[CH3:1][N:2]([CH3:37])[C:3]([C@@H:5]1[CH2:10][C@@H:9]([NH:11][C:12]([C:14]2[S:15][C:16]3[CH2:17][N:18]([CH3:23])[CH2:19][CH2:20][C:21]=3[N:22]=2)=[O:13])[C@@H:8]([NH:24][C:25](=[S:36])[C:26]([NH:28][C:29]2[CH:34]=[CH:33][C:32]([F:35])=[CH:31][N:30]=2)=[O:27])[CH2:7][CH2:6]1)=[O:4]. The catalyst class is: 8. (2) Reactant: [Br:1][C:2]1[CH:13]=[N:12][C:5]2=[N:6][C:7](Cl)=[C:8]([Cl:10])[N:9]=[C:4]2[CH:3]=1.[NH2:14][CH2:15][CH:16]1[CH2:19][N:18]([C:20]([O:22][C:23]([CH3:26])([CH3:25])[CH3:24])=[O:21])[CH2:17]1. The catalyst class is: 2. Product: [Br:1][C:2]1[CH:13]=[N:12][C:5]2=[N:6][C:7]([NH:14][CH2:15][CH:16]3[CH2:19][N:18]([C:20]([O:22][C:23]([CH3:26])([CH3:25])[CH3:24])=[O:21])[CH2:17]3)=[C:8]([Cl:10])[N:9]=[C:4]2[CH:3]=1. (3) Reactant: [F:1][C:2]1[CH:3]=[CH:4][C:5]([N:10]2[CH:14]=[C:13]([CH3:15])[N:12]=[CH:11]2)=[C:6]([CH:9]=1)[C:7]#[N:8].[CH3:16][N+:17]([CH3:19])=[CH2:18].[I-]. Product: [CH3:16][N:17]([CH2:19][C:14]1[N:10]([C:5]2[CH:4]=[CH:3][C:2]([F:1])=[CH:9][C:6]=2[C:7]#[N:8])[CH:11]=[N:12][C:13]=1[CH3:15])[CH3:18]. The catalyst class is: 3. (4) Reactant: C([O:3][C:4](=O)[CH2:5][N:6]1[CH:11]=[CH:10][C:9](=[O:12])[CH:8]=[CH:7]1)C.O.[NH2:15][NH2:16]. Product: [O:12]=[C:9]1[CH:10]=[CH:11][N:6]([CH2:5][C:4]([NH:15][NH2:16])=[O:3])[CH:7]=[CH:8]1. The catalyst class is: 8. (5) Reactant: [O:1]=[C:2]1[C:7]([C:8]2[CH:13]=[CH:12][CH:11]=[CH:10][CH:9]=2)=[CH:6][NH:5][CH:4]=[C:3]1[C:14]([O:16][CH2:17][CH3:18])=[O:15].C(=O)([O-])[O-].[Cs+].[Cs+].CC1C=CC(S(O[CH2:36][CH2:37][F:38])(=O)=O)=CC=1.Cl. Product: [F:38][CH2:37][CH2:36][N:5]1[CH:6]=[C:7]([C:8]2[CH:13]=[CH:12][CH:11]=[CH:10][CH:9]=2)[C:2](=[O:1])[C:3]([C:14]([O:16][CH2:17][CH3:18])=[O:15])=[CH:4]1. The catalyst class is: 3. (6) The catalyst class is: 6. Product: [Br:1][C:2]1[CH:3]=[C:4]([O:10][C:11]2[C:12]([CH3:17])=[N:13][CH:14]=[CH:15][CH:16]=2)[C:5]([C:8]([NH2:9])=[O:18])=[N:6][CH:7]=1. Reactant: [Br:1][C:2]1[CH:3]=[C:4]([O:10][C:11]2[C:12]([CH3:17])=[N:13][CH:14]=[CH:15][CH:16]=2)[C:5]([C:8]#[N:9])=[N:6][CH:7]=1.[OH:18]S(O)(=O)=O.[OH-].[Na+]. (7) Reactant: NC(N)=O.OO.C([O-])(O)=O.[Na+].[CH2:12]([O:14][C:15](=[O:32])[CH:16]([N:18]1[C:23]2[CH:24]=[C:25](C(=O)C)[CH:26]=[CH:27][C:22]=2[O:21][CH2:20][C:19]1=[O:31])[CH3:17])[CH3:13].[C:33]([O:39]C(C(F)(F)F)=O)([C:35](F)(F)F)=[O:34]. Product: [CH2:12]([O:14][C:15](=[O:32])[CH:16]([N:18]1[C:23]2[CH:24]=[C:25]([O:39][C:33](=[O:34])[CH3:35])[CH:26]=[CH:27][C:22]=2[O:21][CH2:20][C:19]1=[O:31])[CH3:17])[CH3:13]. The catalyst class is: 2.